The task is: Predict which catalyst facilitates the given reaction.. This data is from Catalyst prediction with 721,799 reactions and 888 catalyst types from USPTO. (1) Reactant: [OH:1][CH2:2][C@@H:3]1[CH2:7][CH2:6][CH2:5][N:4]1[C:8]([O:10][C:11]([CH3:14])([CH3:13])[CH3:12])=[O:9].N1C=CC=CC=1.[CH3:21][C:22]1[CH:27]=[CH:26][C:25]([S:28](Cl)(=[O:30])=[O:29])=[CH:24][CH:23]=1. Product: [S:28]([O:1][CH2:2][C@@H:3]1[CH2:7][CH2:6][CH2:5][N:4]1[C:8]([O:10][C:11]([CH3:14])([CH3:13])[CH3:12])=[O:9])([C:25]1[CH:26]=[CH:27][C:22]([CH3:21])=[CH:23][CH:24]=1)(=[O:30])=[O:29]. The catalyst class is: 4. (2) Product: [Br:1][C:2]1[CH:11]=[CH:10][C:9]2[N:8]=[C:7]([NH:35][C:34]3[CH:33]=[CH:32][C:31]([N:28]4[CH2:29][CH2:30][O:25][CH2:26][CH2:27]4)=[CH:37][CH:36]=3)[C:6]3=[N:13][NH:14][CH:15]=[C:5]3[C:4]=2[CH:3]=1. Reactant: [Br:1][C:2]1[CH:11]=[CH:10][C:9]2[N:8]=[C:7](Cl)[C:6]3=[N:13][N:14](CC4C=CC(OC)=CC=4)[CH:15]=[C:5]3[C:4]=2[CH:3]=1.[O:25]1[CH2:30][CH2:29][N:28]([C:31]2[CH:37]=[CH:36][C:34]([NH2:35])=[CH:33][CH:32]=2)[CH2:27][CH2:26]1.Cl. The catalyst class is: 71. (3) Reactant: [CH2:1]([C:4]1([CH3:22])[O:9][C:8](=[O:10])[NH:7][C:6]2[CH:11]=[CH:12][C:13]([C:15]3[CH:20]=[CH:19][CH:18]=[C:17]([Cl:21])[CH:16]=3)=[CH:14][C:5]1=2)[CH:2]=[CH2:3].ClC(Cl)(OC(=O)OC(Cl)(Cl)Cl)Cl. Product: [CH2:1]([C:4]1([CH3:22])[O:9][C:8](=[O:10])[NH:7][C:6]2[CH:11]=[CH:12][C:13]([C:15]3[CH:20]=[CH:19][CH:18]=[C:17]([Cl:21])[CH:16]=3)=[CH:14][C:5]1=2)[C:2]1[CH:3]=[CH:2][CH:1]=[CH:4][CH:3]=1. The catalyst class is: 1. (4) Reactant: Br[C:2]1[CH:3]=[C:4]([NH:8][C:9](=[O:14])[C:10]([CH3:13])([CH3:12])[CH3:11])[CH:5]=[N:6][CH:7]=1.CC1(C)C(C)(C)OB([C:23]2[CH:24]=[C:25]3[C:29](=[CH:30][CH:31]=2)[N:28]([CH2:32][O:33][CH2:34][CH2:35][Si:36]([CH3:39])([CH3:38])[CH3:37])[N:27]=[C:26]3[CH:40]=[O:41])O1.C([O-])([O-])=O.[Na+].[Na+].CCOC(C)=O. Product: [CH:40]([C:26]1[C:25]2[C:29](=[CH:30][CH:31]=[C:23]([C:2]3[CH:3]=[C:4]([NH:8][C:9](=[O:14])[C:10]([CH3:13])([CH3:12])[CH3:11])[CH:5]=[N:6][CH:7]=3)[CH:24]=2)[N:28]([CH2:32][O:33][CH2:34][CH2:35][Si:36]([CH3:39])([CH3:38])[CH3:37])[N:27]=1)=[O:41]. The catalyst class is: 117. (5) Reactant: [OH:1][C:2]1[CH:7]=[CH:6][C:5]([CH2:8][CH2:9][C:10]([O:12][CH3:13])=[O:11])=[C:4]([O:14][CH:15]([CH3:17])[CH3:16])[CH:3]=1.[H-].[Na+].Cl[C:21]1[CH:26]=[CH:25][C:24]([C:27]([F:30])([F:29])[F:28])=[CH:23][N:22]=1.O. Product: [CH:15]([O:14][C:4]1[CH:3]=[C:2]([O:1][C:21]2[CH:26]=[CH:25][C:24]([C:27]([F:30])([F:29])[F:28])=[CH:23][N:22]=2)[CH:7]=[CH:6][C:5]=1[CH2:8][CH2:9][C:10]([O:12][CH3:13])=[O:11])([CH3:17])[CH3:16]. The catalyst class is: 7. (6) Reactant: [Cl:1][C:2]1[CH:3]=[CH:4][C:5]([O:32][C:33]2[CH:38]=[C:37]([F:39])[C:36]([S:40](=[O:59])(=[O:58])[N:41](CC3C=CC(OC)=CC=3OC)[C:42]3[S:46][N:45]=[CH:44][N:43]=3)=[CH:35][C:34]=2[F:60])=[C:6]([C:8]2[CH:9]=[CH:10][C:11]3[O:15][N:14]=[C:13]([N:16](C(OC(C)(C)C)=O)C(OC(C)(C)C)=O)[C:12]=3[CH:31]=2)[CH:7]=1.FC(F)(F)C(O)=O. Product: [NH2:16][C:13]1[C:12]2[CH:31]=[C:8]([C:6]3[CH:7]=[C:2]([Cl:1])[CH:3]=[CH:4][C:5]=3[O:32][C:33]3[C:34]([F:60])=[CH:35][C:36]([S:40]([NH:41][C:42]4[S:46][N:45]=[CH:44][N:43]=4)(=[O:58])=[O:59])=[C:37]([F:39])[CH:38]=3)[CH:9]=[CH:10][C:11]=2[O:15][N:14]=1. The catalyst class is: 4. (7) Reactant: C(OC([NH:8][C:9]1[C:14]([F:15])=[C:13]([C:16]2[CH:21]=[CH:20][C:19]([Cl:22])=[C:18]([F:23])[CH:17]=2)[N:12]=[C:11]([C:24]([O:26][CH3:27])=[O:25])[C:10]=1[CH:28]=[CH2:29])=O)(C)(C)C.FC(F)(F)C(O)=O. Product: [NH2:8][C:9]1[C:14]([F:15])=[C:13]([C:16]2[CH:21]=[CH:20][C:19]([Cl:22])=[C:18]([F:23])[CH:17]=2)[N:12]=[C:11]([C:24]([O:26][CH3:27])=[O:25])[C:10]=1[CH:28]=[CH2:29]. The catalyst class is: 68. (8) Reactant: [Br:1][C:2]1[C:3]([N:22]([CH2:27][CH:28]2[CH2:30][O:29]2)[S:23]([CH3:26])(=[O:25])=[O:24])=[CH:4][C:5]2[O:9][C:8]([C:10]3[CH:15]=[CH:14][C:13]([F:16])=[CH:12][CH:11]=3)=[C:7]([C:17]([NH:19][CH3:20])=[O:18])[C:6]=2[CH:21]=1.[Si]([C:35]#[N:36])(C)(C)C.CCCC[N+](CCCC)(CCCC)CCCC.[F-]. Product: [Br:1][C:2]1[C:3]([N:22]([CH2:27][CH:28]([OH:29])[CH2:30][C:35]#[N:36])[S:23]([CH3:26])(=[O:25])=[O:24])=[CH:4][C:5]2[O:9][C:8]([C:10]3[CH:15]=[CH:14][C:13]([F:16])=[CH:12][CH:11]=3)=[C:7]([C:17]([NH:19][CH3:20])=[O:18])[C:6]=2[CH:21]=1. The catalyst class is: 20. (9) Reactant: Cl.N([O-])=O.[Na+].[CH2:6]([C:8]1[CH:14]=[CH:13][CH:12]=[C:11]([CH3:15])[C:9]=1N)[CH3:7].[OH:16]S(O)(=O)=O. Product: [CH2:6]([C:8]1[CH:14]=[CH:13][CH:12]=[C:11]([CH3:15])[C:9]=1[OH:16])[CH3:7]. The catalyst class is: 315.